From a dataset of Peptide-MHC class I binding affinity with 185,985 pairs from IEDB/IMGT. Regression. Given a peptide amino acid sequence and an MHC pseudo amino acid sequence, predict their binding affinity value. This is MHC class I binding data. (1) The peptide sequence is EFTSFFYRY. The MHC is HLA-B08:01 with pseudo-sequence HLA-B08:01. The binding affinity (normalized) is 0.0847. (2) The peptide sequence is QASQEVKNW. The MHC is HLA-B58:01 with pseudo-sequence HLA-B58:01. The binding affinity (normalized) is 0.628. (3) The peptide sequence is HIKVDHPDK. The MHC is HLA-A68:01 with pseudo-sequence HLA-A68:01. The binding affinity (normalized) is 0.299. (4) The peptide sequence is EVATRFNTM. The MHC is HLA-A01:01 with pseudo-sequence HLA-A01:01. The binding affinity (normalized) is 0.0847. (5) The peptide sequence is DLKRIGASL. The MHC is HLA-A02:06 with pseudo-sequence HLA-A02:06. The binding affinity (normalized) is 0.0847. (6) The peptide sequence is SSDDIPPRW. The MHC is HLA-B48:01 with pseudo-sequence HLA-B48:01. The binding affinity (normalized) is 0.0847. (7) The MHC is HLA-A33:01 with pseudo-sequence HLA-A33:01. The peptide sequence is QSKYCHGILL. The binding affinity (normalized) is 0. (8) The peptide sequence is IVKQGRDAL. The MHC is HLA-B58:01 with pseudo-sequence HLA-B58:01. The binding affinity (normalized) is 0.0847. (9) The binding affinity (normalized) is 0. The peptide sequence is AELYRLELGDY. The MHC is Mamu-B01 with pseudo-sequence Mamu-B01. (10) The peptide sequence is KMVGTVQRV. The MHC is HLA-A02:11 with pseudo-sequence HLA-A02:11. The binding affinity (normalized) is 1.00.